This data is from Reaction yield outcomes from USPTO patents with 853,638 reactions. The task is: Predict the reaction yield, written as a fraction of the theoretical maximum amount of product (1.0 means a 100% yield; for example, 0.34 means a 34% yield). (1) The yield is 1.00. The reactants are [Br:1][C:2]1[C:10]2[C:9]([Cl:11])=[N:8][CH:7]=[N:6][C:5]=2[NH:4][CH:3]=1.[H-].[Na+].[C:14]1([S:20](Cl)(=[O:22])=[O:21])[CH:19]=[CH:18][CH:17]=[CH:16][CH:15]=1.O. The catalyst is CN(C=O)C. The product is [C:14]1([S:20]([N:4]2[C:5]3[N:6]=[CH:7][N:8]=[C:9]([Cl:11])[C:10]=3[C:2]([Br:1])=[CH:3]2)(=[O:22])=[O:21])[CH:19]=[CH:18][CH:17]=[CH:16][CH:15]=1. (2) The reactants are C(O)(=O)/C=C/C(O)=O.[CH3:9][O:10][C:11]1[CH:12]=[CH:13][C:14]2[CH:20]([C:21]3[CH:26]=[CH:25][CH:24]=[CH:23][CH:22]=3)[CH2:19][CH2:18][N:17]([CH3:27])[CH2:16][C:15]=2[CH:28]=1.P(OP(O)(O)=O)(O)(O)=O.[OH-].[NH4+]. The catalyst is ClCCCl. The product is [CH3:9][O:10][C:11]1[C:28]2[CH:20]([C:21]3[CH:22]=[CH:23][CH:24]=[CH:25][CH:26]=3)[CH2:19][CH2:18][N:17]([CH3:27])[CH2:16][C:15]=2[CH:14]=[CH:13][CH:12]=1.[CH3:9][O:10][C:11]1[CH:12]=[CH:13][C:14]2[CH:20]([C:21]3[CH:22]=[CH:23][CH:24]=[CH:25][CH:26]=3)[CH2:19][CH2:18][N:17]([CH3:27])[CH2:16][C:15]=2[CH:28]=1. The yield is 0.350. (3) The reactants are [C:1]([NH:4][C:5]1[CH:6]=[CH:7][C:8](Br)=[C:9]([CH:13]=1)[C:10]([OH:12])=[O:11])(=[O:3])[CH3:2].BrC1C=CC=CC=1C(O)=O.[SH:25][C:26]1[CH:34]=[CH:33][CH:32]=[CH:31][C:27]=1[C:28]([OH:30])=[O:29]. No catalyst specified. The product is [C:1]([NH:4][C:5]1[CH:6]=[CH:7][C:8]([S:25][C:26]2[CH:34]=[CH:33][CH:32]=[CH:31][C:27]=2[C:28]([OH:30])=[O:29])=[C:9]([CH:13]=1)[C:10]([OH:12])=[O:11])(=[O:3])[CH3:2]. The yield is 0.980. (4) The reactants are [CH2:1]([O:15][C:16]1[O:20][C:19]([C:21]([OH:23])=[O:22])=[CH:18][CH:17]=1)[CH2:2][CH2:3][CH2:4][CH2:5][CH2:6][CH2:7][CH2:8][CH2:9][CH2:10][CH2:11][CH2:12][CH2:13][CH3:14].C(Cl)(=O)C(Cl)=O.[C:30]([OH:39])(=[O:38])[C:31]1[C:32](=[CH:34][CH:35]=[CH:36][CH:37]=1)O.CCN(CC)CC. The catalyst is C(Cl)Cl.CN(C)C=O.CCOC(C)=O. The product is [CH2:1]([O:15][C:16]1[O:20][C:19]([C:21]([O:23][C:37]2[CH:36]=[CH:35][CH:34]=[CH:32][C:31]=2[C:30]([OH:39])=[O:38])=[O:22])=[CH:18][CH:17]=1)[CH2:2][CH2:3][CH2:4][CH2:5][CH2:6][CH2:7][CH2:8][CH2:9][CH2:10][CH2:11][CH2:12][CH2:13][CH3:14]. The yield is 0.570. (5) The reactants are [CH2:1]([N:8]1[C:16]2[C:11](=[CH:12][CH:13]=[C:14]([OH:17])[CH:15]=2)[C:10]([C:18]([NH:20][CH2:21][C:22]2[CH:27]=[CH:26][C:25]([F:28])=[C:24]([F:29])[CH:23]=2)=[O:19])=[C:9]1[CH:30]([CH3:32])[CH3:31])[C:2]1[CH:7]=[CH:6][CH:5]=[CH:4][CH:3]=1.C([O-])([O-])=O.[K+].[K+].Br[CH:40]1[CH2:44][CH2:43][O:42][C:41]1=[O:45]. The catalyst is CN(C=O)C. The product is [CH2:1]([N:8]1[C:16]2[C:11](=[CH:12][CH:13]=[C:14]([O:17][CH:40]3[CH2:44][CH2:43][O:42][C:41]3=[O:45])[CH:15]=2)[C:10]([C:18]([NH:20][CH2:21][C:22]2[CH:27]=[CH:26][C:25]([F:28])=[C:24]([F:29])[CH:23]=2)=[O:19])=[C:9]1[CH:30]([CH3:32])[CH3:31])[C:2]1[CH:7]=[CH:6][CH:5]=[CH:4][CH:3]=1. The yield is 0.710. (6) The reactants are [CH3:1][O:2][C:3]1[CH:4]=[C:5]2[C:10](=[CH:11][C:12]=1[O:13][CH3:14])[N:9]=[CH:8][N:7]=[C:6]2[O:15][C:16]1[CH:22]=[CH:21][C:19]([NH2:20])=[C:18]([F:23])[CH:17]=1.ClC(Cl)(O[C:28](=[O:34])OC(Cl)(Cl)Cl)Cl.Cl.[CH2:37]([NH2:40])[C:38]#[CH:39].C(=O)([O-])O.[Na+]. The catalyst is C(Cl)(Cl)Cl.C(N(CC)CC)C. The product is [CH3:1][O:2][C:3]1[CH:4]=[C:5]2[C:10](=[CH:11][C:12]=1[O:13][CH3:14])[N:9]=[CH:8][N:7]=[C:6]2[O:15][C:16]1[CH:22]=[CH:21][C:19]([NH:20][C:28]([NH:40][CH2:37][C:38]#[CH:39])=[O:34])=[C:18]([F:23])[CH:17]=1. The yield is 0.330.